Dataset: NCI-60 drug combinations with 297,098 pairs across 59 cell lines. Task: Regression. Given two drug SMILES strings and cell line genomic features, predict the synergy score measuring deviation from expected non-interaction effect. (1) Drug 1: C1=CC(=CC=C1CCCC(=O)O)N(CCCl)CCCl. Drug 2: CN1C2=C(C=C(C=C2)N(CCCl)CCCl)N=C1CCCC(=O)O.Cl. Cell line: PC-3. Synergy scores: CSS=10.9, Synergy_ZIP=-6.90, Synergy_Bliss=-7.70, Synergy_Loewe=-10.8, Synergy_HSA=-5.97. (2) Drug 1: CC1=C(C(CCC1)(C)C)C=CC(=CC=CC(=CC(=O)O)C)C. Drug 2: C1=NC(=NC(=O)N1C2C(C(C(O2)CO)O)O)N. Cell line: SF-268. Synergy scores: CSS=12.9, Synergy_ZIP=-2.22, Synergy_Bliss=1.29, Synergy_Loewe=-11.1, Synergy_HSA=-1.91. (3) Drug 1: CN(C)C1=NC(=NC(=N1)N(C)C)N(C)C. Drug 2: C1=NC(=NC(=O)N1C2C(C(C(O2)CO)O)O)N. Cell line: SK-MEL-2. Synergy scores: CSS=-1.79, Synergy_ZIP=-3.03, Synergy_Bliss=1.29, Synergy_Loewe=-13.0, Synergy_HSA=-2.22. (4) Drug 1: CC1=CC=C(C=C1)C2=CC(=NN2C3=CC=C(C=C3)S(=O)(=O)N)C(F)(F)F. Drug 2: CC1=C(C(=CC=C1)Cl)NC(=O)C2=CN=C(S2)NC3=CC(=NC(=N3)C)N4CCN(CC4)CCO. Cell line: OVCAR-5. Synergy scores: CSS=8.77, Synergy_ZIP=-2.85, Synergy_Bliss=0.473, Synergy_Loewe=-2.00, Synergy_HSA=-0.223. (5) Drug 1: CC1C(C(CC(O1)OC2CC(CC3=C2C(=C4C(=C3O)C(=O)C5=C(C4=O)C(=CC=C5)OC)O)(C(=O)C)O)N)O.Cl. Drug 2: CC1C(C(CC(O1)OC2CC(CC3=C2C(=C4C(=C3O)C(=O)C5=CC=CC=C5C4=O)O)(C(=O)C)O)N)O. Cell line: SNB-75. Synergy scores: CSS=53.0, Synergy_ZIP=-0.0542, Synergy_Bliss=0.328, Synergy_Loewe=5.64, Synergy_HSA=6.04. (6) Drug 1: C1CCC(C1)C(CC#N)N2C=C(C=N2)C3=C4C=CNC4=NC=N3. Drug 2: COC1=C2C(=CC3=C1OC=C3)C=CC(=O)O2. Cell line: HT29. Synergy scores: CSS=-4.08, Synergy_ZIP=8.11, Synergy_Bliss=0.445, Synergy_Loewe=-5.34, Synergy_HSA=-4.59. (7) Drug 1: C1CCC(CC1)NC(=O)N(CCCl)N=O. Drug 2: CC(C1=C(C=CC(=C1Cl)F)Cl)OC2=C(N=CC(=C2)C3=CN(N=C3)C4CCNCC4)N. Cell line: NCIH23. Synergy scores: CSS=15.5, Synergy_ZIP=-5.26, Synergy_Bliss=2.05, Synergy_Loewe=-1.77, Synergy_HSA=3.85.